This data is from Full USPTO retrosynthesis dataset with 1.9M reactions from patents (1976-2016). The task is: Predict the reactants needed to synthesize the given product. (1) Given the product [CH3:1][C:2]1([CH2:9][C:10]([O:12][C:13]([CH3:16])([CH3:15])[CH3:14])=[O:11])[C:6](=[O:7])[N:5]([CH2:29][C:30]([F:33])([F:32])[F:31])[C:4](=[O:8])[NH:3]1, predict the reactants needed to synthesize it. The reactants are: [CH3:1][C:2]1([CH2:9][C:10]([O:12][C:13]([CH3:16])([CH3:15])[CH3:14])=[O:11])[C:6](=[O:7])[NH:5][C:4](=[O:8])[NH:3]1.C(=O)([O-])[O-].[K+].[K+].FC(F)(F)S(O[CH2:29][C:30]([F:33])([F:32])[F:31])(=O)=O. (2) Given the product [O:21]=[C:19]1[NH:18][CH2:17][CH2:16][N:8]2[N:7]=[C:6]([C:4]([O:3][CH2:1][CH3:2])=[O:5])[CH:10]=[C:9]12, predict the reactants needed to synthesize it. The reactants are: [CH2:1]([O:3][C:4]([C:6]1[CH:10]=[C:9](C(OCC)=O)[N:8]([CH2:16][CH2:17][NH:18][C:19]([O:21]C(C)(C)C)=O)[N:7]=1)=[O:5])[CH3:2].C([O-])([O-])=O.[Na+].[Na+].